From a dataset of Catalyst prediction with 721,799 reactions and 888 catalyst types from USPTO. Predict which catalyst facilitates the given reaction. Reactant: [Br-].[C:2]1([S+:8]2[C:12]3[CH:13]=[CH:14][CH:15]=[CH:16][C:11]=3[C:10]3[CH:17]=[CH:18][CH:19]=[CH:20][C:9]2=3)[CH:7]=[CH:6][CH:5]=[CH:4][CH:3]=1.[OH:21][C:22]12[CH2:31][CH:26]3[CH2:27][CH:28]([CH2:30][CH:24]([CH2:25]3)[CH2:23]1)[CH2:29]2.[C:32]([O:35][CH:36]([CH3:47])[C:37]([F:46])([F:45])[C:38]([F:44])([F:43])[S:39]([O-:42])(=[O:41])=[O:40])(=[O:34])[CH3:33].[Na].O. Product: [OH:21][C:22]12[CH2:23][CH:24]3[CH2:30][CH:28]([CH2:27][C:26]([CH2:33][C:32]([O:35][CH:36]([CH3:47])[C:37]([F:46])([F:45])[C:38]([F:44])([F:43])[S:39]([O-:42])(=[O:41])=[O:40])=[O:34])([CH2:25]3)[CH2:31]1)[CH2:29]2.[C:2]1([S+:8]2[C:9]3[CH:20]=[CH:19][CH:18]=[CH:17][C:10]=3[C:11]3[CH:16]=[CH:15][CH:14]=[CH:13][C:12]2=3)[CH:7]=[CH:6][CH:5]=[CH:4][CH:3]=1. The catalyst class is: 4.